Regression. Given a peptide amino acid sequence and an MHC pseudo amino acid sequence, predict their binding affinity value. This is MHC class I binding data. From a dataset of Peptide-MHC class I binding affinity with 185,985 pairs from IEDB/IMGT. (1) The binding affinity (normalized) is 0.0847. The peptide sequence is GQRVYSWVY. The MHC is HLA-B58:01 with pseudo-sequence HLA-B58:01. (2) The peptide sequence is STLERTSKASLER. The MHC is HLA-A23:01 with pseudo-sequence HLA-A23:01. The binding affinity (normalized) is 0. (3) The MHC is HLA-B54:01 with pseudo-sequence HLA-B54:01. The binding affinity (normalized) is 0.0150. The peptide sequence is KPFNNILDL. (4) The peptide sequence is LALEVARQKR. The MHC is HLA-B42:01 with pseudo-sequence HLA-B42:01. The binding affinity (normalized) is 0. (5) The peptide sequence is AHGWSTFYL. The MHC is HLA-A31:01 with pseudo-sequence HLA-A31:01. The binding affinity (normalized) is 0.0847. (6) The peptide sequence is DELWRGLLA. The MHC is HLA-B15:01 with pseudo-sequence HLA-B15:01. The binding affinity (normalized) is 0.0847. (7) The peptide sequence is QEFRYMNSQG. The MHC is HLA-B44:03 with pseudo-sequence HLA-B44:03. The binding affinity (normalized) is 0.555. (8) The peptide sequence is LSCAASGF. The MHC is HLA-A30:02 with pseudo-sequence HLA-A30:02. The binding affinity (normalized) is 0. (9) The peptide sequence is VIYQYMDDL. The MHC is HLA-B18:01 with pseudo-sequence HLA-B18:01. The binding affinity (normalized) is 0. (10) The peptide sequence is GSEEIKSLF. The binding affinity (normalized) is 0.0847. The MHC is HLA-B39:01 with pseudo-sequence HLA-B39:01.